Predict the product of the given reaction. From a dataset of Forward reaction prediction with 1.9M reactions from USPTO patents (1976-2016). The product is: [CH2:30]([S:31][C:2]1[CH:7]=[C:6]([C:8]([F:11])([F:10])[F:9])[CH:5]=[CH:4][C:3]=1[C:12]1[S:13][C:14]2[C:19]([N:20]=1)=[CH:18][C:17]([C:21]([F:24])([F:23])[F:22])=[CH:16][N:15]=2)[CH3:25]. Given the reactants F[C:2]1[CH:7]=[C:6]([C:8]([F:11])([F:10])[F:9])[CH:5]=[CH:4][C:3]=1[C:12]1[S:13][C:14]2[C:19]([N:20]=1)=[CH:18][C:17]([C:21]([F:24])([F:23])[F:22])=[CH:16][N:15]=2.[CH3:25]N(C=O)C.[CH3:30][S-:31].[Na+], predict the reaction product.